This data is from Catalyst prediction with 721,799 reactions and 888 catalyst types from USPTO. The task is: Predict which catalyst facilitates the given reaction. (1) Reactant: [CH2:1]([O:3][C:4](=[O:22])[CH:5]([N:7]1[C:12]2[CH:13]=[C:14]([N+:18]([O-:20])=[O:19])[C:15]([CH3:17])=[CH:16][C:11]=2[O:10][CH2:9][C:8]1=O)[CH3:6])[CH3:2].COC1C=CC(P2(SP(C3C=CC(OC)=CC=3)(=S)S2)=[S:32])=CC=1. Product: [CH2:1]([O:3][C:4](=[O:22])[CH:5]([N:7]1[C:12]2[CH:13]=[C:14]([N+:18]([O-:20])=[O:19])[C:15]([CH3:17])=[CH:16][C:11]=2[O:10][CH2:9][C:8]1=[S:32])[CH3:6])[CH3:2]. The catalyst class is: 11. (2) Reactant: [H-].[Na+].CCCCCC.[F:9][C:10]([F:18])=[CH:11][CH:12]1[CH2:16][NH:15][C:14](=[O:17])[CH2:13]1.Br[CH2:20][C:21]1[N:25]2[N:26]=[C:27]([Cl:30])[CH:28]=[CH:29][C:24]2=[N:23][C:22]=1[C:31]([F:34])([F:33])[F:32]. Product: [Cl:30][C:27]1[CH:28]=[CH:29][C:24]2[N:25]([C:21]([CH2:20][N:15]3[CH2:16][CH:12]([CH:11]=[C:10]([F:18])[F:9])[CH2:13][C:14]3=[O:17])=[C:22]([C:31]([F:34])([F:33])[F:32])[N:23]=2)[N:26]=1. The catalyst class is: 20.